Dataset: Full USPTO retrosynthesis dataset with 1.9M reactions from patents (1976-2016). Task: Predict the reactants needed to synthesize the given product. (1) Given the product [ClH:18].[CH2:7]1[C@H:6]2[CH2:17][CH:3]([CH2:2][OH:1])[CH2:4][C@H:5]2[CH2:9][NH:8]1, predict the reactants needed to synthesize it. The reactants are: [OH:1][CH2:2][CH:3]1[CH2:17][C@@H:6]2[CH2:7][N:8](C(OC(C)(C)C)=O)[CH2:9][C@@H:5]2[CH2:4]1.[ClH:18].C(OCC)(=O)C. (2) Given the product [CH2:1]([C:3]1[C:8](=[O:9])[N:7]2[N:10]=[CH:11][C:12]([C:13]3[O:24][C:17]([C:18]4[CH:23]=[CH:22][CH:21]=[CH:20][N:19]=4)=[N:16][N:15]=3)=[C:6]2[NH:5][C:4]=1[CH3:25])[CH3:2], predict the reactants needed to synthesize it. The reactants are: [CH2:1]([C:3]1[C:8](=[O:9])[N:7]2[N:10]=[CH:11][C:12]([C:13]([NH:15][NH:16][C:17](=[O:24])[C:18]3[CH:23]=[CH:22][CH:21]=[CH:20][N:19]=3)=O)=[C:6]2[NH:5][C:4]=1[CH3:25])[CH3:2].CN(C=O)C.CC1C=CC(S(Cl)(=O)=O)=CC=1.C(N(CC)CC)C. (3) Given the product [C:1]1([CH3:16])[CH:6]=[C:5]([CH3:7])[CH:4]=[C:3]([CH3:8])[C:2]=1[C:9]1[C:14]([NH:15][C:17](=[C:20]2[CH2:25][CH2:24][O:23][C:21]2=[O:22])[CH3:18])=[CH:13][CH:12]=[CH:11][N:10]=1, predict the reactants needed to synthesize it. The reactants are: [C:1]1([CH3:16])[CH:6]=[C:5]([CH3:7])[CH:4]=[C:3]([CH3:8])[C:2]=1[C:9]1[C:14]([NH2:15])=[CH:13][CH:12]=[CH:11][N:10]=1.[C:17]([CH:20]1[CH2:25][CH2:24][O:23][C:21]1=[O:22])(=O)[CH3:18]. (4) Given the product [CH2:52]([N:22]([CH2:23][C@@H:24]([C:33]1[CH:42]=[CH:41][C:40]([O:43][CH2:44][C:45]2[CH:50]=[CH:49][CH:48]=[CH:47][CH:46]=2)=[C:39]2[C:34]=1[CH:35]=[CH:36][C:37](=[O:51])[NH:38]2)[O:25][Si:26]([C:29]([CH3:32])([CH3:31])[CH3:30])([CH3:27])[CH3:28])[CH2:21][CH2:20][C:16]1[CH:15]=[C:14]([NH:13][C:12](=[O:59])[CH2:11][CH2:10][CH2:9][NH:7][CH3:6])[CH:19]=[CH:18][CH:17]=1)[C:53]1[CH:54]=[CH:55][CH:56]=[CH:57][CH:58]=1, predict the reactants needed to synthesize it. The reactants are: C(O[C:6](=O)[N:7]([CH2:9][CH2:10][CH2:11][C:12](=[O:59])[NH:13][C:14]1[CH:19]=[CH:18][CH:17]=[C:16]([CH2:20][CH2:21][N:22]([CH2:52][C:53]2[CH:58]=[CH:57][CH:56]=[CH:55][CH:54]=2)[CH2:23][C@@H:24]([C:33]2[CH:42]=[CH:41][C:40]([O:43][CH2:44][C:45]3[CH:50]=[CH:49][CH:48]=[CH:47][CH:46]=3)=[C:39]3[C:34]=2[CH:35]=[CH:36][C:37](=[O:51])[NH:38]3)[O:25][Si:26]([C:29]([CH3:32])([CH3:31])[CH3:30])([CH3:28])[CH3:27])[CH:15]=1)C)(C)(C)C.FC(F)(F)C(O)=O. (5) Given the product [N:31]1[CH:36]=[C:35]([C:2]2[CH:7]=[C:6]([C:8]([F:11])([F:10])[F:9])[CH:5]=[CH:4][C:3]=2[N:12]2[CH2:17][CH2:16][O:15][C:14]3[CH:18]=[C:19]([S:22]([NH:25][C:26]4[S:30][N:29]=[CH:28][N:27]=4)(=[O:24])=[O:23])[CH:20]=[CH:21][C:13]2=3)[CH:34]=[N:33][CH:32]=1, predict the reactants needed to synthesize it. The reactants are: Br[C:2]1[CH:7]=[C:6]([C:8]([F:11])([F:10])[F:9])[CH:5]=[CH:4][C:3]=1[N:12]1[CH2:17][CH2:16][O:15][C:14]2[CH:18]=[C:19]([S:22]([NH:25][C:26]3[S:30][N:29]=[CH:28][N:27]=3)(=[O:24])=[O:23])[CH:20]=[CH:21][C:13]1=2.[N:31]1[CH:36]=[C:35](B(O)O)[CH:34]=[N:33][CH:32]=1.C([O-])([O-])=O.[K+].[K+]. (6) Given the product [O:10]1[CH2:18][CH2:17][CH2:11][O:1][C:2]2[CH:3]=[C:4]([CH:5]=[O:6])[CH:7]=[CH:8][C:9]1=2, predict the reactants needed to synthesize it. The reactants are: [OH:1][C:2]1[CH:3]=[C:4]([CH:7]=[CH:8][C:9]=1[OH:10])[CH:5]=[O:6].[C:11](=O)([O-])[O-].[K+].[K+].[C:17](#N)[CH3:18]. (7) The reactants are: [CH:1](=[O:7])[CH2:2][CH2:3][CH2:4][CH2:5][CH3:6].[CH:8](=[O:12])[CH:9]([CH3:11])[CH3:10].N1CCC[C@H]1C(O)=O. Given the product [OH:12][C@H:8]([C@H:2]([CH2:3][CH2:4][CH2:5][CH3:6])[CH:1]=[O:7])[CH:9]([CH3:11])[CH3:10], predict the reactants needed to synthesize it. (8) The reactants are: [CH2:1]([O:3][C:4](=[O:42])[CH2:5][C:6]1[CH:11]=[CH:10][CH:9]=[C:8]([O:12][C:13]2[CH:18]=[CH:17][C:16](B3OC(C)(C)C(C)(C)O3)=[CH:15][C:14]=2[CH2:28][N:29]2[C@@H:33]([CH3:34])[C@@H:32]([C:35]3[CH:40]=[CH:39][CH:38]=[CH:37][CH:36]=3)[O:31][C:30]2=[O:41])[CH:7]=1)[CH3:2].Br[C:44]1[N:45]=[C:46]([CH3:49])[NH:47][CH:48]=1. Given the product [CH2:1]([O:3][C:4](=[O:42])[CH2:5][C:6]1[CH:11]=[CH:10][CH:9]=[C:8]([O:12][C:13]2[CH:18]=[CH:17][C:16]([C:44]3[NH:45][C:46]([CH3:49])=[N:47][CH:48]=3)=[CH:15][C:14]=2[CH2:28][N:29]2[C@@H:33]([CH3:34])[C@@H:32]([C:35]3[CH:40]=[CH:39][CH:38]=[CH:37][CH:36]=3)[O:31][C:30]2=[O:41])[CH:7]=1)[CH3:2], predict the reactants needed to synthesize it. (9) Given the product [Cl:36][C:37]1[CH:38]=[C:39]([CH:42]=[CH:43][C:44]=1[O:45][CH3:46])[CH2:40][NH:41][C:10]1[C:15]([C:16]([O:18][CH3:19])=[O:17])=[C:14]([N:20]2[CH2:21][CH2:22][CH:23]([OH:26])[CH2:24][CH2:25]2)[N:13]=[C:12]([N:27]2[CH2:32][CH2:31][N:30]3[CH:33]=[CH:34][N:35]=[C:29]3[CH2:28]2)[N:11]=1, predict the reactants needed to synthesize it. The reactants are: C(S([C:10]1[C:15]([C:16]([O:18][CH3:19])=[O:17])=[C:14]([N:20]2[CH2:25][CH2:24][CH:23]([OH:26])[CH2:22][CH2:21]2)[N:13]=[C:12]([N:27]2[CH2:32][CH2:31][N:30]3[CH:33]=[CH:34][N:35]=[C:29]3[CH2:28]2)[N:11]=1)=O)C1C=CC=CC=1.[Cl:36][C:37]1[CH:38]=[C:39]([CH:42]=[CH:43][C:44]=1[O:45][CH3:46])[CH2:40][NH2:41].C(N(CC)CC)C.